From a dataset of Full USPTO retrosynthesis dataset with 1.9M reactions from patents (1976-2016). Predict the reactants needed to synthesize the given product. (1) Given the product [CH2:6]([O:5][S:2]([CH2:1][P:18]([O:22][CH2:23][CH3:24])([O:19][CH2:20][CH3:21])=[O:25])(=[O:4])=[O:3])[CH3:7], predict the reactants needed to synthesize it. The reactants are: [CH3:1][S:2]([O:5][CH2:6][CH3:7])(=[O:4])=[O:3].C1COCC1.C([Li])CCC.[P:18](Cl)(=[O:25])([O:22][CH2:23][CH3:24])[O:19][CH2:20][CH3:21]. (2) Given the product [O:38]=[C:37]1[NH:36][C:35](=[O:39])[O:34][N:33]1[CH2:32][C:31]1[CH:30]=[CH:29][C:28]([N:25]2[CH2:26][CH2:27][CH:22]([NH:5][CH2:6][C@@H:7]([C:9]3[CH:10]=[CH:11][C:12]([OH:20])=[C:13]([NH:15][S:16]([CH3:19])(=[O:18])=[O:17])[CH:14]=3)[OH:8])[CH2:23][CH2:24]2)=[CH:41][CH:40]=1, predict the reactants needed to synthesize it. The reactants are: C(O)(=O)C.[NH2:5][CH2:6][C@@H:7]([C:9]1[CH:10]=[CH:11][C:12]([OH:20])=[C:13]([NH:15][S:16]([CH3:19])(=[O:18])=[O:17])[CH:14]=1)[OH:8].O=[C:22]1[CH2:27][CH2:26][N:25]([C:28]2[CH:41]=[CH:40][C:31]([CH2:32][N:33]3[C:37](=[O:38])[NH:36][C:35](=[O:39])[O:34]3)=[CH:30][CH:29]=2)[CH2:24][CH2:23]1.C(O[BH-](OC(=O)C)OC(=O)C)(=O)C.[Na+].